Dataset: Catalyst prediction with 721,799 reactions and 888 catalyst types from USPTO. Task: Predict which catalyst facilitates the given reaction. Reactant: [Cl-].[CH3:2][O:3]C[P+](C1C=CC=CC=1)(C1C=CC=CC=1)C1C=CC=CC=1.C1([Li])C=CC=CC=1.C1CCCCC1.[Br:37][C:38]1[CH:45]=[CH:44][C:41]([CH:42]=O)=[C:40]([O:46][C:47]([F:50])([F:49])[F:48])[CH:39]=1. Product: [Br:37][C:38]1[CH:45]=[CH:44][C:41]([CH2:42][CH:2]=[O:3])=[C:40]([O:46][C:47]([F:50])([F:49])[F:48])[CH:39]=1. The catalyst class is: 28.